The task is: Regression. Given two drug SMILES strings and cell line genomic features, predict the synergy score measuring deviation from expected non-interaction effect.. This data is from NCI-60 drug combinations with 297,098 pairs across 59 cell lines. (1) Drug 1: CC1=C(C=C(C=C1)NC2=NC=CC(=N2)N(C)C3=CC4=NN(C(=C4C=C3)C)C)S(=O)(=O)N.Cl. Drug 2: CCCS(=O)(=O)NC1=C(C(=C(C=C1)F)C(=O)C2=CNC3=C2C=C(C=N3)C4=CC=C(C=C4)Cl)F. Cell line: BT-549. Synergy scores: CSS=0.735, Synergy_ZIP=11.5, Synergy_Bliss=11.6, Synergy_Loewe=9.81, Synergy_HSA=8.37. (2) Drug 1: C1=CC(=CC=C1C#N)C(C2=CC=C(C=C2)C#N)N3C=NC=N3. Drug 2: N.N.Cl[Pt+2]Cl. Cell line: 786-0. Synergy scores: CSS=59.3, Synergy_ZIP=0.00510, Synergy_Bliss=-1.94, Synergy_Loewe=-5.04, Synergy_HSA=-4.23. (3) Drug 1: CC1CCC2CC(C(=CC=CC=CC(CC(C(=O)C(C(C(=CC(C(=O)CC(OC(=O)C3CCCCN3C(=O)C(=O)C1(O2)O)C(C)CC4CCC(C(C4)OC)O)C)C)O)OC)C)C)C)OC. Drug 2: CCC1=C2CN3C(=CC4=C(C3=O)COC(=O)C4(CC)O)C2=NC5=C1C=C(C=C5)O. Cell line: MDA-MB-231. Synergy scores: CSS=18.8, Synergy_ZIP=-7.84, Synergy_Bliss=-4.17, Synergy_Loewe=-0.414, Synergy_HSA=1.85. (4) Drug 1: C1=CC(=CC=C1CC(C(=O)O)N)N(CCCl)CCCl.Cl. Drug 2: CC1CCC2CC(C(=CC=CC=CC(CC(C(=O)C(C(C(=CC(C(=O)CC(OC(=O)C3CCCCN3C(=O)C(=O)C1(O2)O)C(C)CC4CCC(C(C4)OC)OCCO)C)C)O)OC)C)C)C)OC. Cell line: KM12. Synergy scores: CSS=5.58, Synergy_ZIP=-7.08, Synergy_Bliss=-12.5, Synergy_Loewe=-11.5, Synergy_HSA=-11.5. (5) Drug 1: CC1C(C(CC(O1)OC2CC(OC(C2O)C)OC3=CC4=CC5=C(C(=O)C(C(C5)C(C(=O)C(C(C)O)O)OC)OC6CC(C(C(O6)C)O)OC7CC(C(C(O7)C)O)OC8CC(C(C(O8)C)O)(C)O)C(=C4C(=C3C)O)O)O)O. Drug 2: CCCCC(=O)OCC(=O)C1(CC(C2=C(C1)C(=C3C(=C2O)C(=O)C4=C(C3=O)C=CC=C4OC)O)OC5CC(C(C(O5)C)O)NC(=O)C(F)(F)F)O. Cell line: A498. Synergy scores: CSS=74.2, Synergy_ZIP=2.50, Synergy_Bliss=0.592, Synergy_Loewe=0.491, Synergy_HSA=2.31. (6) Drug 1: CC1=C(C=C(C=C1)NC2=NC=CC(=N2)N(C)C3=CC4=NN(C(=C4C=C3)C)C)S(=O)(=O)N.Cl. Drug 2: C1=CC=C(C(=C1)C(C2=CC=C(C=C2)Cl)C(Cl)Cl)Cl. Cell line: KM12. Synergy scores: CSS=9.33, Synergy_ZIP=-1.94, Synergy_Bliss=1.65, Synergy_Loewe=2.85, Synergy_HSA=2.87. (7) Drug 1: CN1CCC(CC1)COC2=C(C=C3C(=C2)N=CN=C3NC4=C(C=C(C=C4)Br)F)OC. Drug 2: CC1OCC2C(O1)C(C(C(O2)OC3C4COC(=O)C4C(C5=CC6=C(C=C35)OCO6)C7=CC(=C(C(=C7)OC)O)OC)O)O. Cell line: MALME-3M. Synergy scores: CSS=20.2, Synergy_ZIP=-1.41, Synergy_Bliss=2.37, Synergy_Loewe=-5.02, Synergy_HSA=2.31.